From a dataset of Peptide-MHC class I binding affinity with 185,985 pairs from IEDB/IMGT. Regression. Given a peptide amino acid sequence and an MHC pseudo amino acid sequence, predict their binding affinity value. This is MHC class I binding data. (1) The peptide sequence is RDRFKRTSF. The MHC is HLA-A02:01 with pseudo-sequence HLA-A02:01. The binding affinity (normalized) is 0.0847. (2) The peptide sequence is FLKEEGGL. The MHC is HLA-A02:02 with pseudo-sequence HLA-A02:02. The binding affinity (normalized) is 0.370.